Task: Predict which catalyst facilitates the given reaction.. Dataset: Catalyst prediction with 721,799 reactions and 888 catalyst types from USPTO (1) Reactant: [CH3:1][O:2][C:3](=[O:28])[N:4]([CH2:13][C:14]1[CH:19]=[C:18]([C:20]([F:23])([F:22])[F:21])[CH:17]=[C:16]([C:24]([F:27])([F:26])[F:25])[CH:15]=1)[CH:5]1[CH2:10][CH2:9][NH:8][CH:7]([CH2:11][CH3:12])[CH2:6]1.[Li+].C[Si]([N-][Si](C)(C)C)(C)C.Cl[C:40]([O:42][CH2:43][CH3:44])=[O:41]. The catalyst class is: 1. Product: [CH2:43]([O:42][C:40]([N:8]1[CH2:9][CH2:10][CH:5]([N:4]([CH2:13][C:14]2[CH:19]=[C:18]([C:20]([F:21])([F:22])[F:23])[CH:17]=[C:16]([C:24]([F:26])([F:25])[F:27])[CH:15]=2)[C:3]([O:2][CH3:1])=[O:28])[CH2:6][CH:7]1[CH2:11][CH3:12])=[O:41])[CH3:44]. (2) Reactant: [CH3:1][O:2][C:3]1[CH:8]=[CH:7][C:6]([CH:9]=[C:10]([C:14]2[CH:19]=[CH:18][CH:17]=[CH:16][CH:15]=2)[C:11]([OH:13])=[O:12])=[CH:5][CH:4]=1. Product: [CH3:1][O:2][C:3]1[CH:4]=[CH:5][C:6]([CH2:9][CH:10]([C:14]2[CH:19]=[CH:18][CH:17]=[CH:16][CH:15]=2)[C:11]([OH:13])=[O:12])=[CH:7][CH:8]=1. The catalyst class is: 153. (3) The catalyst class is: 9. Reactant: [Br:1][C:2]1[CH:7]=[CH:6][C:5]([OH:8])=[C:4]([Cl:9])[CH:3]=1.C([O-])([O-])=O.[K+].[K+].Br[CH:17]([CH3:19])[CH3:18]. Product: [CH3:18][CH:17]([O:8][C:5]1[CH:6]=[CH:7][C:2]([Br:1])=[CH:3][C:4]=1[Cl:9])[CH3:19]. (4) Reactant: FC(F)(F)C(O)=O.[Cl:8][C:9]1[C:10]([F:38])=[C:11]([CH:15]2[C:19]([C:22]3[CH:27]=[CH:26][C:25]([Cl:28])=[CH:24][CH:23]=3)([C:20]#[N:21])[CH:18]([CH2:29][CH:30]3[CH2:34][CH2:33][CH2:32][CH2:31]3)[NH:17][CH:16]2[C:35](O)=[O:36])[CH:12]=[CH:13][CH:14]=1.CC1(C)[O:44][C@@H:43]([CH2:45][CH2:46][NH2:47])[CH2:42][O:41]1.CN(C(ON1N=NC2C=CC=NC1=2)=[N+](C)C)C.F[P-](F)(F)(F)(F)F.CCN(C(C)C)C(C)C.Cl. Product: [OH:44][C@H:43]([CH2:42][OH:41])[CH2:45][CH2:46][NH:47][C:35]([CH:16]1[CH:15]([C:11]2[CH:12]=[CH:13][CH:14]=[C:9]([Cl:8])[C:10]=2[F:38])[C:19]([C:22]2[CH:23]=[CH:24][C:25]([Cl:28])=[CH:26][CH:27]=2)([C:20]#[N:21])[CH:18]([CH2:29][CH:30]2[CH2:31][CH2:32][CH2:33][CH2:34]2)[NH:17]1)=[O:36]. The catalyst class is: 539. (5) Reactant: C(NC(C)C)(C)C.C([Li])CCC.[CH3:13][O:14][C:15](=[O:30])[CH2:16][CH:17]1[CH2:22][CH2:21][N:20]([C:23]([O:25][C:26]([CH3:29])([CH3:28])[CH3:27])=[O:24])[CH2:19][CH2:18]1.[N+:31]([C:34]1[CH:41]=[CH:40][CH:39]=[CH:38][C:35]=1[CH:36]=[O:37])([O-:33])=[O:32]. Product: [C:26]([O:25][C:23]([N:20]1[CH2:19][CH2:18][CH:17]([CH:16]([C:15]([O:14][CH3:13])=[O:30])[CH:36]([OH:37])[C:35]2[CH:38]=[CH:39][CH:40]=[CH:41][C:34]=2[N+:31]([O-:33])=[O:32])[CH2:22][CH2:21]1)=[O:24])([CH3:27])([CH3:29])[CH3:28]. The catalyst class is: 7. (6) Reactant: [CH3:1][O:2][C:3]1[CH:8]=[CH:7][C:6]([CH2:9][OH:10])=[CH:5][CH:4]=1.C(N(CC)CC)C.[Cl:18][C:19]1[C:24]([C:25](Cl)=[O:26])=[C:23]([Cl:28])[N:22]=[CH:21][N:20]=1. Product: [Cl:18][C:19]1[C:24]([C:25]([O:10][CH2:9][C:6]2[CH:7]=[CH:8][C:3]([O:2][CH3:1])=[CH:4][CH:5]=2)=[O:26])=[C:23]([Cl:28])[N:22]=[CH:21][N:20]=1. The catalyst class is: 217. (7) Reactant: [Cl:1][C:2]1[CH:7]=[C:6]([Cl:8])[CH:5]=[CH:4][C:3]=1[C:9]1[NH:14][C:13](=O)[N:12]2[N:16]=[C:17]([CH:19]3[CH2:24][CH2:23][N:22]([CH3:25])[CH2:21][CH2:20]3)[N:18]=[C:11]2[CH:10]=1.C(=O)(O)[O-].[Na+].P(Cl)(Cl)([Cl:33])=O. Product: [Cl:33][C:13]1[N:12]2[N:16]=[C:17]([CH:19]3[CH2:24][CH2:23][N:22]([CH3:25])[CH2:21][CH2:20]3)[N:18]=[C:11]2[CH:10]=[C:9]([C:3]2[CH:4]=[CH:5][C:6]([Cl:8])=[CH:7][C:2]=2[Cl:1])[N:14]=1. The catalyst class is: 572.